Dataset: Forward reaction prediction with 1.9M reactions from USPTO patents (1976-2016). Task: Predict the product of the given reaction. Given the reactants C([O:3][C:4](=O)[CH2:5][N:6]([S:23]([C:26]1[CH:27]=[C:28]([C:32]2[CH:37]=[CH:36][C:35]([F:38])=[CH:34][CH:33]=2)[CH:29]=[CH:30][CH:31]=1)(=[O:25])=[O:24])[C:7]1[CH:12]=[CH:11][C:10]([NH:13][C:14]([NH:16][C:17]2[CH:22]=[CH:21][CH:20]=[CH:19][CH:18]=2)=[O:15])=[CH:9][CH:8]=1)C.[H-].[H-].[H-].[H-].[Li+].[Al+3], predict the reaction product. The product is: [OH:3][CH2:4][CH2:5][N:6]([C:7]1[CH:12]=[CH:11][C:10]([NH:13][C:14]([NH:16][C:17]2[CH:18]=[CH:19][CH:20]=[CH:21][CH:22]=2)=[O:15])=[CH:9][CH:8]=1)[S:23]([C:26]1[CH:27]=[C:28]([C:32]2[CH:33]=[CH:34][C:35]([F:38])=[CH:36][CH:37]=2)[CH:29]=[CH:30][CH:31]=1)(=[O:25])=[O:24].